From a dataset of Full USPTO retrosynthesis dataset with 1.9M reactions from patents (1976-2016). Predict the reactants needed to synthesize the given product. (1) Given the product [F:1][C:2]1[CH:3]=[CH:4][C:5]([C:6]([NH:7][CH2:8][C:9](=[O:11])[NH:28][CH:21]([C:15]2[CH:16]=[CH:17][CH:18]=[CH:19][CH:20]=2)[C:22]2[CH:27]=[CH:26][N:25]=[CH:24][CH:23]=2)=[O:12])=[CH:13][CH:14]=1, predict the reactants needed to synthesize it. The reactants are: [F:1][C:2]1[CH:14]=[CH:13][C:5]([C:6](=[O:12])[NH:7][CH2:8][C:9]([OH:11])=O)=[CH:4][CH:3]=1.[C:15]1([CH:21]([NH2:28])[C:22]2[CH:27]=[CH:26][N:25]=[CH:24][CH:23]=2)[CH:20]=[CH:19][CH:18]=[CH:17][CH:16]=1. (2) Given the product [ClH:37].[ClH:37].[CH2:14]1[C:15]2[C:11](=[CH:10][C:9]([C:5]3([OH:8])[CH2:6][CH2:7][N:2]([CH3:1])[CH2:3][CH2:4]3)=[CH:17][CH:16]=2)[CH2:12][NH:13]1, predict the reactants needed to synthesize it. The reactants are: [CH3:1][N:2]1[CH2:7][CH2:6][C:5]([C:9]2[CH:10]=[C:11]3[C:15](=[CH:16][CH:17]=2)[CH2:14][N:13](C(C2C=CC=CC=2)(C2C=CC=CC=2)C2C=CC=CC=2)[CH2:12]3)([OH:8])[CH2:4][CH2:3]1.[ClH:37]. (3) Given the product [CH3:1][O:2][C:3]1[CH:4]=[CH:5][C:6]([CH2:7][N:8]2[C:16]3[CH:15]=[CH:14][CH:13]=[C:12]([NH2:17])[C:11]=3[CH:10]=[N:9]2)=[CH:20][CH:21]=1, predict the reactants needed to synthesize it. The reactants are: [CH3:1][O:2][C:3]1[CH:21]=[CH:20][C:6]([CH2:7][N:8]2[C:16]3[C:11](=[C:12]([N+:17]([O-])=O)[CH:13]=[CH:14][CH:15]=3)[CH:10]=[N:9]2)=[CH:5][CH:4]=1.C(OCC)(=O)C. (4) Given the product [Cl:1][C:2]1[CH:8]=[C:7]([O:9][C:10]2[C:19]3[C:14](=[CH:15][C:16]([O:22][CH3:23])=[C:17]([O:20][CH3:21])[CH:18]=3)[N:13]=[CH:12][N:11]=2)[CH:6]=[CH:5][C:3]=1[NH:4][C:39](=[S:56])[O:41][CH2:42][C:27]1[CH:28]=[CH:29][C:24]([CH3:30])=[CH:25][CH:26]=1, predict the reactants needed to synthesize it. The reactants are: [Cl:1][C:2]1[CH:8]=[C:7]([O:9][C:10]2[C:19]3[C:14](=[CH:15][C:16]([O:22][CH3:23])=[C:17]([O:20][CH3:21])[CH:18]=3)[N:13]=[CH:12][N:11]=2)[CH:6]=[CH:5][C:3]=1[NH2:4].[C:24]1([CH3:30])[CH:29]=[CH:28][CH:27]=[CH:26][CH:25]=1.C(N(CC)CC)C.Cl[C:39](Cl)([O:41][C:42](=O)OC(Cl)(Cl)Cl)Cl.CC1C=CC(C[SH:56])=CC=1.